Dataset: Full USPTO retrosynthesis dataset with 1.9M reactions from patents (1976-2016). Task: Predict the reactants needed to synthesize the given product. (1) Given the product [CH2:25]([C:22]1[C:4]2[S:5][C:6]3[C:7]4[S:11][C:10]5[C:12]([CH2:15][CH2:16][CH2:17][CH2:18][CH2:19][CH3:20])=[CH:13][S:14][C:9]=5[C:8]=4[Si:37]([CH2:46][CH2:47][CH2:48][CH2:49][CH2:50][CH2:51][CH2:52][CH3:31])([CH2:38][CH2:39][CH2:40][CH2:41][CH2:42][CH2:43][CH2:44][CH3:45])[C:2]=3[C:3]=2[S:24][CH:23]=1)[CH2:26][CH2:27][CH2:28][CH2:29][CH3:30], predict the reactants needed to synthesize it. The reactants are: Br[C:2]1[C:3]2[S:24][CH:23]=[C:22]([CH2:25][CH2:26][CH2:27][CH2:28][CH2:29][CH3:30])[C:4]=2[S:5][C:6]=1[C:7]1[S:11][C:10]2[C:12]([CH2:15][CH2:16][CH2:17][CH2:18][CH2:19][CH3:20])=[CH:13][S:14][C:9]=2[C:8]=1Br.[CH2:31]([Li])CCC.Cl[Si:37](Cl)([CH2:46][CH2:47][CH2:48][CH2:49][CH2:50][CH2:51][CH3:52])[CH2:38][CH2:39][CH2:40][CH2:41][CH2:42][CH2:43][CH2:44][CH3:45]. (2) Given the product [Cl:1][C:2]1[C:7]([C:8]([F:10])([F:9])[F:11])=[CH:6][N:5]=[C:4]([NH:30][C:31]2[CH:51]=[CH:50][C:34]([CH2:35][P:36](=[O:49])([O:43][CH2:44][C:45]([F:46])([F:47])[F:48])[O:37][CH2:38][C:39]([F:40])([F:42])[F:41])=[CH:33][C:32]=2[O:52][CH3:53])[N:3]=1, predict the reactants needed to synthesize it. The reactants are: [Cl:1][C:2]1[C:7]([C:8]([F:11])([F:10])[F:9])=[CH:6][N:5]=[C:4](NC2C=CC(CP(=O)(OCC)OCC)=CC=2OC)[N:3]=1.[NH2:30][C:31]1[CH:51]=[CH:50][C:34]([CH2:35][P:36](=[O:49])([O:43][CH2:44][C:45]([F:48])([F:47])[F:46])[O:37][CH2:38][C:39]([F:42])([F:41])[F:40])=[CH:33][C:32]=1[O:52][CH3:53].ClC1N=C(Cl)C(C(F)(F)F)=CN=1. (3) Given the product [CH3:8][O:7][C@H:6]1[C@H:2]([O:1][S:26]([C:23]2[CH:24]=[CH:25][C:20]([CH3:19])=[CH:21][CH:22]=2)(=[O:28])=[O:27])[CH2:3][N:4]([C:9]([O:11][CH2:12][C:13]2[CH:18]=[CH:17][CH:16]=[CH:15][CH:14]=2)=[O:10])[CH2:5]1, predict the reactants needed to synthesize it. The reactants are: [OH:1][C@H:2]1[C@H:6]([O:7][CH3:8])[CH2:5][N:4]([C:9]([O:11][CH2:12][C:13]2[CH:18]=[CH:17][CH:16]=[CH:15][CH:14]=2)=[O:10])[CH2:3]1.[CH3:19][C:20]1[CH:25]=[CH:24][C:23]([S:26](Cl)(=[O:28])=[O:27])=[CH:22][CH:21]=1.C(N(CC)CC)C. (4) Given the product [Cl:1][C:2]1[CH:7]=[CH:6][C:5]([C:8]([F:11])([F:10])[F:9])=[CH:4][C:3]=1[C:16]1[N:17]=[CH:18][C:19]([NH:22][C:23](=[O:32])[C:24]2[C:29]([F:30])=[CH:28][CH:27]=[CH:26][C:25]=2[F:31])=[N:20][CH:21]=1, predict the reactants needed to synthesize it. The reactants are: [Cl:1][C:2]1[CH:7]=[CH:6][C:5]([C:8]([F:11])([F:10])[F:9])=[CH:4][C:3]=1B(O)O.Br[C:16]1[N:17]=[CH:18][C:19]([NH:22][C:23](=[O:32])[C:24]2[C:29]([F:30])=[CH:28][CH:27]=[CH:26][C:25]=2[F:31])=[N:20][CH:21]=1.C(=O)([O-])[O-].[K+].[K+].C(OCC)(=O)C.